Dataset: NCI-60 drug combinations with 297,098 pairs across 59 cell lines. Task: Regression. Given two drug SMILES strings and cell line genomic features, predict the synergy score measuring deviation from expected non-interaction effect. (1) Drug 1: C1=CC(=CC=C1CCC2=CNC3=C2C(=O)NC(=N3)N)C(=O)NC(CCC(=O)O)C(=O)O. Drug 2: C1=CC(=CC=C1C#N)C(C2=CC=C(C=C2)C#N)N3C=NC=N3. Cell line: SNB-75. Synergy scores: CSS=24.6, Synergy_ZIP=0.180, Synergy_Bliss=0.626, Synergy_Loewe=1.44, Synergy_HSA=2.02. (2) Drug 1: CC12CCC3C(C1CCC2=O)CC(=C)C4=CC(=O)C=CC34C. Drug 2: CC(C1=C(C=CC(=C1Cl)F)Cl)OC2=C(N=CC(=C2)C3=CN(N=C3)C4CCNCC4)N. Cell line: OVCAR-5. Synergy scores: CSS=44.0, Synergy_ZIP=1.09, Synergy_Bliss=0.780, Synergy_Loewe=-5.16, Synergy_HSA=0.283. (3) Drug 1: C1C(C(OC1N2C=C(C(=O)NC2=O)F)CO)O. Drug 2: C1=CN(C(=O)N=C1N)C2C(C(C(O2)CO)O)O.Cl. Cell line: IGROV1. Synergy scores: CSS=21.9, Synergy_ZIP=-5.33, Synergy_Bliss=1.41, Synergy_Loewe=1.13, Synergy_HSA=2.80.